This data is from Reaction yield outcomes from USPTO patents with 853,638 reactions. The task is: Predict the reaction yield, written as a fraction of the theoretical maximum amount of product (1.0 means a 100% yield; for example, 0.34 means a 34% yield). (1) The reactants are C([N:4]1[C:12]2[C:7](=[C:8]([Br:13])[CH:9]=[CH:10][CH:11]=2)[C:6](=O)[CH2:5]1)(=O)C.BrBr.[CH2:17]([NH2:20])[CH2:18][NH2:19].C(N(CC)CC)C. The catalyst is C(Cl)Cl.CO. The product is [Br:13][C:8]1[C:7]2[C:6]3[N:20]=[CH:17][CH:18]=[N:19][C:5]=3[NH:4][C:12]=2[CH:11]=[CH:10][CH:9]=1. The yield is 0.550. (2) The reactants are [OH:1][CH:2]1[CH:7]([NH:8][C:9](=[O:15])[O:10][C:11]([CH3:14])([CH3:13])[CH3:12])[CH:6]=[C:5]([C:16]2[CH:21]=[CH:20][N:19]=[CH:18][C:17]=2[N+:22]([O-:24])=[O:23])[CH2:4][CH:3]1[CH3:25].[CH3:26][C:27](OC(C)=O)=[O:28]. The catalyst is N1C=CC=CC=1. The product is [C:27]([O:1][CH:2]1[CH:3]([CH3:25])[CH2:4][C:5]([C:16]2[CH:21]=[CH:20][N:19]=[CH:18][C:17]=2[N+:22]([O-:24])=[O:23])=[CH:6][CH:7]1[NH:8][C:9]([O:10][C:11]([CH3:12])([CH3:13])[CH3:14])=[O:15])(=[O:28])[CH3:26]. The yield is 0.940. (3) The catalyst is C(O)CO.O. The product is [CH3:1][O:2][C:3]1[CH:4]=[C:5]([CH:28]=[CH:29][C:30]=1[O:31][CH2:32][C:33]1[CH:34]=[N:35][C:36]([O:39][CH3:40])=[CH:37][CH:38]=1)[CH2:6][N:7]1[C:11]2=[N:12][CH:13]=[C:14]([C:16]3[CH:17]=[CH:18][CH:19]=[CH:20][CH:21]=3)[CH:15]=[C:10]2[N:9]=[C:8]1[NH2:22]. The yield is 0.340. The reactants are [CH3:1][O:2][C:3]1[CH:4]=[C:5]([CH:28]=[CH:29][C:30]=1[O:31][CH2:32][C:33]1[CH:34]=[N:35][C:36]([O:39][CH3:40])=[CH:37][CH:38]=1)[CH2:6][N:7]1[C:11]2=[N:12][CH:13]=[C:14]([C:16]3[CH:21]=[CH:20][CH:19]=[CH:18][CH:17]=3)[CH:15]=[C:10]2[N:9]=[C:8]1[NH:22]C(=O)OCC.[OH-].[K+]. (4) The reactants are [C:1]([O:5][C:6](=[O:29])[CH2:7][S:8]([N:11]1[CH2:16][CH2:15][CH:14]([O:17][C:18]2[CH:23]=[CH:22][C:21]([S:24][C:25]([F:28])([F:27])[F:26])=[CH:20][CH:19]=2)[CH2:13][CH2:12]1)(=[O:10])=[O:9])([CH3:4])([CH3:3])[CH3:2].C(=O)([O-])[O-].[K+].[K+].[CH2:36]1O[CH2:36][CH2:37][O:38][CH2:39][CH2:39][O:38][CH2:37][CH2:36]O[CH2:36][CH2:37][O:38][CH2:39][CH2:39][O:38][CH2:37]1.COCCBr.[H-].[Na+]. The catalyst is CN(C)C=O. The product is [C:1]([O:5][C:6](=[O:29])[CH:7]([S:8]([N:11]1[CH2:16][CH2:15][CH:14]([O:17][C:18]2[CH:19]=[CH:20][C:21]([S:24][C:25]([F:28])([F:27])[F:26])=[CH:22][CH:23]=2)[CH2:13][CH2:12]1)(=[O:10])=[O:9])[CH2:36][CH2:37][O:38][CH3:39])([CH3:4])([CH3:2])[CH3:3]. The yield is 0.560. (5) The reactants are FC(F)(F)S([O:6][S:7]([C:10]([F:13])([F:12])[F:11])(=[O:9])=[O:8])(=O)=O.[F:16][C:17]1[CH:18]=[C:19]([CH2:24][C:25]([O:27][CH3:28])=[O:26])[CH:20]=[CH:21][C:22]=1O.C(N(CC)CC)C. The catalyst is C(Cl)Cl. The product is [F:16][C:17]1[CH:18]=[C:19]([CH2:24][C:25]([O:27][CH3:28])=[O:26])[CH:20]=[CH:21][C:22]=1[O:6][S:7]([C:10]([F:11])([F:12])[F:13])(=[O:8])=[O:9]. The yield is 0.655. (6) The reactants are [CH3:1][O:2][C:3]1[CH:4]=[C:5]2[C:10](=[CH:11][CH:12]=1)[C:9](=O)[NH:8][CH:7]=[C:6]2[N:14]1[CH:18]=[CH:17][CH:16]=[N:15]1.P(Cl)(Cl)([Cl:21])=O. No catalyst specified. The product is [Cl:21][C:9]1[C:10]2[C:5](=[CH:4][C:3]([O:2][CH3:1])=[CH:12][CH:11]=2)[C:6]([N:14]2[CH:18]=[CH:17][CH:16]=[N:15]2)=[CH:7][N:8]=1. The yield is 0.0600.